Dataset: Peptide-MHC class I binding affinity with 185,985 pairs from IEDB/IMGT. Task: Regression. Given a peptide amino acid sequence and an MHC pseudo amino acid sequence, predict their binding affinity value. This is MHC class I binding data. (1) The peptide sequence is YPFHIFYPV. The MHC is HLA-B15:42 with pseudo-sequence HLA-B15:42. The binding affinity (normalized) is 0.213. (2) The peptide sequence is KPQQGASGV. The MHC is HLA-B15:01 with pseudo-sequence HLA-B15:01. The binding affinity (normalized) is 0.105. (3) The peptide sequence is TVLDHILQK. The binding affinity (normalized) is 0.0847. The MHC is HLA-A25:01 with pseudo-sequence HLA-A25:01. (4) The peptide sequence is SQQPVQMLY. The MHC is HLA-A30:02 with pseudo-sequence HLA-A30:02. The binding affinity (normalized) is 1.00. (5) The peptide sequence is DTVLFNAGL. The MHC is HLA-A69:01 with pseudo-sequence HLA-A69:01. The binding affinity (normalized) is 1.00. (6) The peptide sequence is SHSHVGYTL. The MHC is Mamu-A07 with pseudo-sequence Mamu-A07. The binding affinity (normalized) is 0.783.